Dataset: Reaction yield outcomes from USPTO patents with 853,638 reactions. Task: Predict the reaction yield, written as a fraction of the theoretical maximum amount of product (1.0 means a 100% yield; for example, 0.34 means a 34% yield). (1) The reactants are [Br:1][C:2]1[CH:3]=[C:4]2[C:10]([NH:11]C(=O)C)=[C:9]([C:15]3[CH:20]=[CH:19][CH:18]=[CH:17][CH:16]=3)[NH:8][C:5]2=[N:6][CH:7]=1. The catalyst is Cl. The product is [Br:1][C:2]1[CH:3]=[C:4]2[C:10]([NH2:11])=[C:9]([C:15]3[CH:20]=[CH:19][CH:18]=[CH:17][CH:16]=3)[NH:8][C:5]2=[N:6][CH:7]=1. The yield is 0.970. (2) The reactants are [C:1]1([CH3:9])[CH:6]=[CH:5][CH:4]=[CH:3][C:2]=1[NH:7]N.O=[C:11]([CH2:15][CH3:16])[C:12]([OH:14])=[O:13].[CH2:17](O)[CH3:18]. No catalyst specified. The product is [CH3:16][C:15]1[C:3]2[C:2](=[C:1]([CH3:9])[CH:6]=[CH:5][CH:4]=2)[NH:7][C:11]=1[C:12]([O:14][CH2:17][CH3:18])=[O:13]. The yield is 0.270. (3) The reactants are [Cl:1][C:2]1[CH:7]=[CH:6][C:5](B(O)O)=[CH:4][CH:3]=1.C[Si](C)(C)C1C=CC([C:19]2[CH:27]=[CH:26][CH:25]=[C:24]3[C:20]=2[CH:21]=[CH:22][CH2:23]3)=CC=1. No catalyst specified. The product is [Cl:1][C:2]1[CH:7]=[CH:6][C:5]([C:19]2[CH:27]=[CH:26][CH:25]=[C:24]3[C:20]=2[CH:21]=[CH:22][CH2:23]3)=[CH:4][CH:3]=1. The yield is 0.690. (4) The reactants are [Br:1][C:2]1[CH:3]=[C:4]([CH:6]=[CH:7][C:8]=1[CH3:9])[NH2:5].[I:10]N1C(=O)CCC1=O.[B-](F)(F)(F)F.C1C=CN=CC=1.C1C=CN=CC=1.[IH2+]. The catalyst is C(Cl)Cl. The product is [Br:1][C:2]1[C:8]([CH3:9])=[CH:7][C:6]([I:10])=[C:4]([CH:3]=1)[NH2:5]. The yield is 0.630. (5) The reactants are Cl[C:2]1[N:7]=[CH:6][N:5]=[C:4]([NH:8][C:9]2[CH:14]=[CH:13][CH:12]=[C:11]([NH:15][CH3:16])[N:10]=2)[CH:3]=1.[O:17]([C:24]1[CH:30]=[CH:29][C:27]([NH2:28])=[CH:26][CH:25]=1)[C:18]1[CH:23]=[CH:22][CH:21]=[CH:20][CH:19]=1. The catalyst is Cl.C(O)CCC. The product is [CH3:16][NH:15][C:11]1[N:10]=[C:9]([NH:8][C:4]2[CH:3]=[C:2]([NH:28][C:27]3[CH:26]=[CH:25][C:24]([O:17][C:18]4[CH:23]=[CH:22][CH:21]=[CH:20][CH:19]=4)=[CH:30][CH:29]=3)[N:7]=[CH:6][N:5]=2)[CH:14]=[CH:13][CH:12]=1. The yield is 0.410. (6) The reactants are [CH2:1]([O:5][C:6]1[CH:10]=[C:9]([CH2:11][C:12]([OH:14])=O)[N:8]([CH2:15][C:16]2[CH:21]=[CH:20][C:19]([Cl:22])=[CH:18][C:17]=2[Cl:23])[N:7]=1)[CH2:2][CH2:3][CH3:4].[CH2:24]([S:29]([NH2:32])(=[O:31])=[O:30])[CH2:25][CH2:26][CH2:27][CH3:28].N12CCCN=C1CCCCC2. The catalyst is O1CCCC1. The product is [CH2:1]([O:5][C:6]1[CH:10]=[C:9]([CH2:11][C:12]([NH:32][S:29]([CH2:24][CH2:25][CH2:26][CH2:27][CH3:28])(=[O:31])=[O:30])=[O:14])[N:8]([CH2:15][C:16]2[CH:21]=[CH:20][C:19]([Cl:22])=[CH:18][C:17]=2[Cl:23])[N:7]=1)[CH2:2][CH2:3][CH3:4]. The yield is 0.250. (7) The reactants are [CH3:1][O:2][C:3]([NH:5][C@@H:6]([CH:59]([CH3:61])[CH3:60])[C:7]([N:9]1[C@H:13]([C:14]2[NH:18][C:17]3[C:19]4[C:24]([CH:25]=[CH:26][C:16]=3[N:15]=2)=[CH:23][C:22]2[C:27]3[C:32]([CH2:33][O:34][C:21]=2[CH:20]=4)=[CH:31][C:30]([C:35]2[NH:39][C:38]([CH:40]4[CH2:44][CH2:43][CH2:42][N:41]4[C:45](=[O:55])[C@@H:46]([NH:50][C:51](=[O:54])[O:52][CH3:53])[CH:47]([CH3:49])[CH3:48])=[N:37][CH:36]=2)=[CH:29][CH:28]=3)[CH2:12][C@@H:11]2[CH2:56][CH2:57][CH2:58][C@H:10]12)=[O:8])=[O:4].[CH3:62][O:63][C:64](N[C@@H](C(C)C)C(O)=O)=O. No catalyst specified. The product is [CH3:1][O:2][C:3]([NH:5][C@@H:6]([CH:59]([CH3:61])[CH3:60])[C:7]([N:9]1[C@H:13]([C:14]2[NH:18][C:17]3[C:19]4[C:24]([CH:25]=[CH:26][C:16]=3[N:15]=2)=[CH:23][C:22]2[C:27]3[C:32]([CH2:33][O:34][C:21]=2[CH:20]=4)=[CH:31][C:30]([C:35]2[NH:39][C:38]([CH:40]4[CH2:44][CH2:43][CH2:42][N:41]4[C:45](=[O:55])[C@@H:46]([NH:50][C:51](=[O:54])[O:52][CH3:53])[CH:47]4[CH2:49][CH2:64][O:63][CH2:62][CH2:48]4)=[N:37][CH:36]=2)=[CH:29][CH:28]=3)[CH2:12][C@@H:11]2[CH2:56][CH2:57][CH2:58][C@H:10]12)=[O:8])=[O:4]. The yield is 0.560. (8) The reactants are [H-].[Na+].[Br:3][C:4]1[C:5](=[O:12])[N:6]([CH3:11])[C:7](=[O:10])[NH:8][N:9]=1.[F:13][C:14]([F:20])([F:19])[CH2:15][CH2:16][CH2:17]I. The catalyst is CN(C=O)C.O. The product is [Br:3][C:4]1[C:5](=[O:12])[N:6]([CH3:11])[C:7](=[O:10])[N:8]([CH2:17][CH2:16][CH2:15][C:14]([F:20])([F:19])[F:13])[N:9]=1. The yield is 0.870. (9) The reactants are [OH-].[Na+].[N+:3]([C:6]1[CH:7]=[C:8]2[O:14]C(=O)[NH:12][C:9]2=[N:10][CH:11]=1)([O-:5])=[O:4]. The catalyst is O.C(O)C. The yield is 0.860. The product is [NH2:12][C:9]1[C:8]([OH:14])=[CH:7][C:6]([N+:3]([O-:5])=[O:4])=[CH:11][N:10]=1.